Dataset: Peptide-MHC class I binding affinity with 185,985 pairs from IEDB/IMGT. Task: Regression. Given a peptide amino acid sequence and an MHC pseudo amino acid sequence, predict their binding affinity value. This is MHC class I binding data. The peptide sequence is SARALKAYFT. The MHC is HLA-A02:02 with pseudo-sequence HLA-A02:02. The binding affinity (normalized) is 0.0777.